Predict the reactants needed to synthesize the given product. From a dataset of Full USPTO retrosynthesis dataset with 1.9M reactions from patents (1976-2016). (1) Given the product [CH2:26]([N:17]1[CH2:18][CH2:19][C:14]2[NH:13][C:12]([C:8]3[C:7]([NH:6][C:4](=[O:5])[C:3]4[C:2]([F:1])=[CH:24][CH:23]=[CH:22][C:21]=4[F:25])=[CH:11][NH:10][N:9]=3)=[N:20][C:15]=2[CH2:16]1)[CH3:27], predict the reactants needed to synthesize it. The reactants are: [F:1][C:2]1[CH:24]=[CH:23][CH:22]=[C:21]([F:25])[C:3]=1[C:4]([NH:6][C:7]1[C:8]([C:12]2[NH:13][C:14]3[CH2:19][CH2:18][NH:17][CH2:16][C:15]=3[N:20]=2)=[N:9][NH:10][CH:11]=1)=[O:5].[CH:26](=O)[CH3:27].C(O)(=O)C.C(O[BH-](OC(=O)C)OC(=O)C)(=O)C.[Na+]. (2) The reactants are: [CH2:1]([O:3][C:4](=[O:19])[C:5]([C:17]#[N:18])=[CH:6][C:7]1[C:16]2[C:11](=[CH:12][CH:13]=[CH:14][CH:15]=2)[CH:10]=[CH:9][CH:8]=1)[CH3:2].[C:20]1([Mg]Br)[CH:25]=[CH:24][CH:23]=[CH:22][CH:21]=1. Given the product [C:17]([CH:5]([CH:6]([C:7]1[C:16]2[C:11](=[CH:12][CH:13]=[CH:14][CH:15]=2)[CH:10]=[CH:9][CH:8]=1)[C:20]1[CH:25]=[CH:24][CH:23]=[CH:22][CH:21]=1)[C:4]([O:3][CH2:1][CH3:2])=[O:19])#[N:18], predict the reactants needed to synthesize it. (3) Given the product [CH:1]1([N:4]([CH:16]2[CH2:19][O:18][CH2:17]2)[CH:5]2[CH2:6][CH2:7][CH:8]([CH2:11][OH:12])[CH2:9][CH2:10]2)[CH2:2][CH2:3]1, predict the reactants needed to synthesize it. The reactants are: [CH:1]1([N:4]([CH:16]2[CH2:19][O:18][CH2:17]2)[CH:5]2[CH2:10][CH2:9][CH:8]([C:11](OCC)=[O:12])[CH2:7][CH2:6]2)[CH2:3][CH2:2]1.[H-].[Al+3].[Li+].[H-].[H-].[H-].[OH-].[Na+]. (4) The reactants are: CC(C)([O-:4])C.[K+].[CH3:7][N:8]([CH3:24])[S:9]([NH:12][C:13](=[O:23])[C:14]1[CH:19]=[C:18]([F:20])[C:17](F)=[CH:16][C:15]=1[F:22])(=[O:11])=[O:10]. Given the product [CH3:7][N:8]([CH3:24])[S:9]([NH:12][C:13](=[O:23])[C:14]1[CH:19]=[C:18]([F:20])[C:17]([OH:4])=[CH:16][C:15]=1[F:22])(=[O:11])=[O:10], predict the reactants needed to synthesize it. (5) Given the product [CH2:1]([C:3]1[NH:4][C:5]2[C:10]([C:11]=1[C:16]1[CH2:17][CH2:18][NH:13][CH2:14][CH:15]=1)=[CH:9][C:8]([F:12])=[CH:7][CH:6]=2)[CH3:2], predict the reactants needed to synthesize it. The reactants are: [CH2:1]([C:3]1[NH:4][C:5]2[C:10]([CH:11]=1)=[CH:9][C:8]([F:12])=[CH:7][CH:6]=2)[CH3:2].[NH:13]1[CH2:18][CH2:17][C:16](=O)[CH2:15][CH2:14]1.[OH-].[Na+]. (6) Given the product [CH:14]1[CH:15]=[CH:20][C:6]2[N:63]([OH:64])[N:62]=[N:61][C:8]=2[CH:9]=1.[C:6]12([OH:7])[CH2:8][CH:9]([C:46]1([CH3:48])[CH3:47])[CH2:28][CH2:29][C:24]2([OH:23])[CH3:25], predict the reactants needed to synthesize it. The reactants are: O([C:6]([CH2:8][CH3:9])=[O:7])[C:6]([CH2:8][CH3:9])=[O:7].[BH3-]C#N.[Na+].[CH2:14](O)[C:15]1[CH:20]=CC=CC=1.C[O:23][C:24]1[CH:25]=CC2N=CC=C([C@@H](O)[C@H]3N4C[C@H](C=C)[C@@H](CC4)C3)[C:28]=2[CH:29]=1.[CH2:46]([C:48](Cl)=O)[CH3:47].[N-]=[N+]=[N-].[Na+].C1C=CC2[N:63]([OH:64])[N:62]=[N:61]C=2C=1.CN1CCOCC1.CC(OC(/N=N/C(OC(C)C)=O)=O)C.[OH-].[Na+]. (7) Given the product [C:13]([O:12][C:10]([N:5]([CH2:6][CH:7]([CH3:9])[CH3:8])[CH2:4][C:3]([OH:17])=[O:2])=[O:11])([CH3:16])([CH3:15])[CH3:14], predict the reactants needed to synthesize it. The reactants are: C[O:2][C:3](=[O:17])[CH2:4][N:5]([C:10]([O:12][C:13]([CH3:16])([CH3:15])[CH3:14])=[O:11])[CH2:6][CH:7]([CH3:9])[CH3:8].O.[OH-].[Li+]. (8) Given the product [C:2]([C:4]([OH:31])([C:25]1[CH:26]=[CH:27][CH:28]=[CH:29][CH:30]=1)[C:5]1[CH:6]=[CH:7][C:8]([NH:11][C:12]([CH:14]2[O:18][N:17]=[C:16]([C:19]3[CH:20]=[N:21][CH:22]=[CH:23][CH:24]=3)[CH2:15]2)=[O:13])=[CH:9][CH:10]=1)#[N:3], predict the reactants needed to synthesize it. The reactants are: Cl.[C:2]([C:4]([O:31][Si](C)(C)C)([C:25]1[CH:30]=[CH:29][CH:28]=[CH:27][CH:26]=1)[C:5]1[CH:10]=[CH:9][C:8]([NH:11][C:12]([CH:14]2[O:18][N:17]=[C:16]([C:19]3[CH:20]=[N:21][CH:22]=[CH:23][CH:24]=3)[CH2:15]2)=[O:13])=[CH:7][CH:6]=1)#[N:3].